Dataset: Forward reaction prediction with 1.9M reactions from USPTO patents (1976-2016). Task: Predict the product of the given reaction. Given the reactants [C:1]([O:5][C:6](=[O:9])[NH:7][NH2:8])([CH3:4])([CH3:3])[CH3:2].C([O-])([O-])=O.[Cs+].[Cs+].[CH3:16][O:17][C:18](=[O:36])[C:19]1[C:24](Br)=[CH:23][C:22]([F:26])=[C:21]([F:27])[C:20]=1[NH:28][C:29]1[CH:34]=[CH:33][CH:32]=[CH:31][C:30]=1[Cl:35], predict the reaction product. The product is: [CH3:16][O:17][C:18](=[O:36])[C:19]1[C:24]([NH:8][NH:7][C:6]([O:5][C:1]([CH3:4])([CH3:3])[CH3:2])=[O:9])=[CH:23][C:22]([F:26])=[C:21]([F:27])[C:20]=1[NH:28][C:29]1[CH:34]=[CH:33][CH:32]=[CH:31][C:30]=1[Cl:35].